Dataset: Forward reaction prediction with 1.9M reactions from USPTO patents (1976-2016). Task: Predict the product of the given reaction. Given the reactants [CH3:1][C:2]1([CH3:18])[O:6][C@@H:5]([C@@H:7]([OH:17])[CH2:8][NH:9][C:10](=[O:16])[O:11][C:12]([CH3:15])([CH3:14])[CH3:13])[CH2:4][O:3]1.C(N(CC)CC)C.[CH3:26][S:27](Cl)(=[O:29])=[O:28], predict the reaction product. The product is: [CH3:26][S:27]([O:17][C@H:7]([C@H:5]1[CH2:4][O:3][C:2]([CH3:18])([CH3:1])[O:6]1)[CH2:8][NH:9][C:10]([O:11][C:12]([CH3:13])([CH3:15])[CH3:14])=[O:16])(=[O:29])=[O:28].